This data is from Catalyst prediction with 721,799 reactions and 888 catalyst types from USPTO. The task is: Predict which catalyst facilitates the given reaction. (1) Reactant: [Br:1][C:2]1[N:6]2[N:7]=[C:8]([NH:11][CH2:12][CH2:13][OH:14])[CH:9]=[CH:10][C:5]2=[N:4][CH:3]=1.[C:15]([N:19]([CH3:28])[C:20](N1C=C[N+](C)=C1)=[O:21])([CH3:18])([CH3:17])[CH3:16].[H-].[Na+]. Product: [C:15]([N:19]([CH3:28])[C:20](=[O:21])[O:14][CH2:13][CH2:12][NH:11][C:8]1[CH:9]=[CH:10][C:5]2[N:6]([C:2]([Br:1])=[CH:3][N:4]=2)[N:7]=1)([CH3:18])([CH3:17])[CH3:16]. The catalyst class is: 118. (2) Reactant: [NH2:1][C:2]1[C:7]([F:8])=[CH:6][C:5]([OH:9])=[CH:4][C:3]=1[F:10].N1C=CN=C1.[Cl-].[CH:17]([SiH:20]([CH:24]([CH3:26])[CH3:25])[CH:21]([CH3:23])[CH3:22])([CH3:19])[CH3:18]. Product: [F:8][C:7]1[CH:6]=[C:5]([O:9][Si:20]([CH:24]([CH3:26])[CH3:25])([CH:21]([CH3:23])[CH3:22])[CH:17]([CH3:19])[CH3:18])[CH:4]=[C:3]([F:10])[C:2]=1[NH2:1]. The catalyst class is: 3. (3) Reactant: [C:1]12([C:11]3[CH:21]=[CH:20][C:14]([O:15][CH2:16][C:17](O)=[O:18])=[CH:13][CH:12]=3)[CH2:10][CH:5]3[CH2:6][CH:7]([CH2:9][CH:3]([CH2:4]3)[CH2:2]1)[CH2:8]2.[NH2:22][C:23]1[CH:24]=[C:25]([OH:29])[CH:26]=[CH:27][CH:28]=1.C1CN([P+](ON2N=NC3C=CC=CC2=3)(N2CCCC2)N2CCCC2)CC1.F[P-](F)(F)(F)(F)F.C(N(CC)C(C)C)(C)C. Product: [C:1]12([C:11]3[CH:21]=[CH:20][C:14]([O:15][CH2:16][C:17]([NH:22][C:23]4[CH:28]=[CH:27][CH:26]=[C:25]([OH:29])[CH:24]=4)=[O:18])=[CH:13][CH:12]=3)[CH2:2][CH:3]3[CH2:9][CH:7]([CH2:6][CH:5]([CH2:4]3)[CH2:10]1)[CH2:8]2. The catalyst class is: 3. (4) Reactant: CO[C:3]([C:5]1[N:6]=[C:7]([C:24]#[N:25])[C:8]2[C:9](=[O:23])[N:10]([CH2:16][C:17]3[CH:22]=[CH:21][CH:20]=[CH:19][CH:18]=3)[CH:11]=[CH:12][C:13]=2[C:14]=1[OH:15])=[O:4].[CH3:26][NH2:27]. Product: [CH3:26][NH:27][C:3]([C:5]1[N:6]=[C:7]([C:24]#[N:25])[C:8]2[C:9](=[O:23])[N:10]([CH2:16][C:17]3[CH:22]=[CH:21][CH:20]=[CH:19][CH:18]=3)[CH:11]=[CH:12][C:13]=2[C:14]=1[OH:15])=[O:4]. The catalyst class is: 14. (5) Reactant: [F:1][C:2]([F:45])([F:44])[C:3]1[CH:4]=[C:5]([CH:37]=[C:38]([C:40]([F:43])([F:42])[F:41])[CH:39]=1)[CH2:6][N:7]([CH2:20][C:21]1[CH:22]=[CH:23][CH:24]=[C:25]2[C:29]=1[N:28](C(OC(C)(C)C)=O)[CH2:27][CH2:26]2)[C:8]1[N:13]=[CH:12][C:11]([N:14]2[CH2:19][CH2:18][O:17][CH2:16][CH2:15]2)=[CH:10][N:9]=1.C(=O)(O)[O-].[Na+].C(OCC)(=O)C. Product: [F:44][C:2]([F:1])([F:45])[C:3]1[CH:4]=[C:5]([CH:37]=[C:38]([C:40]([F:41])([F:42])[F:43])[CH:39]=1)[CH2:6][N:7]([CH2:20][C:21]1[CH:22]=[CH:23][CH:24]=[C:25]2[C:29]=1[NH:28][CH2:27][CH2:26]2)[C:8]1[N:13]=[CH:12][C:11]([N:14]2[CH2:15][CH2:16][O:17][CH2:18][CH2:19]2)=[CH:10][N:9]=1. The catalyst class is: 89. (6) Reactant: C1C=CC2N(O)N=NC=2C=1.[C:11]1([CH3:20])[CH:16]=[CH:15][CH:14]=[C:13]([C:17](O)=[O:18])[CH:12]=1.C[CH2:22][N:23](C(C)C)[CH:24](C)C.Cl.CNC. Product: [CH3:20][C:11]1[CH:12]=[C:13]([CH:14]=[CH:15][CH:16]=1)[C:17]([N:23]([CH3:24])[CH3:22])=[O:18]. The catalyst class is: 4. (7) Reactant: [CH3:1][O:2][C:3](=[O:13])[C:4]1[CH:9]=[CH:8][CH:7]=[C:6]([CH2:10][CH:11]=[O:12])[CH:5]=1.[BH4-].[Na+]. Product: [CH3:1][O:2][C:3](=[O:13])[C:4]1[CH:9]=[CH:8][CH:7]=[C:6]([CH2:10][CH2:11][OH:12])[CH:5]=1. The catalyst class is: 8. (8) Reactant: Br[C:2]1[CH:11]=[C:10]([F:12])[CH:9]=[CH:8][C:3]=1[C:4]([O:6][CH3:7])=[O:5].[NH2:13][C:14]1[CH:19]=[CH:18][CH:17]=[CH:16][CH:15]=1.C1(P(C2C=CC=CC=2)C2C=CC3C(=CC=CC=3)C=2C2C3C(=CC=CC=3)C=CC=2P(C2C=CC=CC=2)C2C=CC=CC=2)C=CC=CC=1.C([O-])([O-])=O.[Cs+].[Cs+]. The catalyst class is: 164. Product: [F:12][C:10]1[CH:9]=[CH:8][C:3]([C:4]([O:6][CH3:7])=[O:5])=[C:2]([NH:13][C:14]2[CH:19]=[CH:18][CH:17]=[CH:16][CH:15]=2)[CH:11]=1. (9) Reactant: [C:1]([C:3]1[CH:4]=[CH:5][C:6]([NH:9][CH2:10][CH2:11][NH:12][C:13]2[C:14]3[N:15]([N:27]=[C:28]([C:30]([O:32]CC)=[O:31])[CH:29]=3)[CH:16]=[C:17]([C:19]3[CH:24]=[CH:23][C:22]([Cl:25])=[CH:21][C:20]=3[Cl:26])[N:18]=2)=[N:7][CH:8]=1)#[N:2].O.[OH-].[Na+].Cl. Product: [ClH:25].[C:1]([C:3]1[CH:4]=[CH:5][C:6]([NH:9][CH2:10][CH2:11][NH:12][C:13]2[C:14]3[N:15]([N:27]=[C:28]([C:30]([OH:32])=[O:31])[CH:29]=3)[CH:16]=[C:17]([C:19]3[CH:24]=[CH:23][C:22]([Cl:25])=[CH:21][C:20]=3[Cl:26])[N:18]=2)=[N:7][CH:8]=1)#[N:2]. The catalyst class is: 57. (10) Reactant: [C:1]([O:5][C:6]([NH:8][C@@H:9]([CH:13]([CH3:15])[CH3:14])[C:10]([OH:12])=O)=[O:7])([CH3:4])([CH3:3])[CH3:2].CCN=C=NC[CH2:22][CH2:23][N:24]([CH3:26])C.Cl.ON1C(=O)CCC1=O.CCN(C(C)C)C(C)C.N1CCC1. Product: [N:24]1([C:10](=[O:12])[C@@H:9]([NH:8][C:6](=[O:7])[O:5][C:1]([CH3:2])([CH3:3])[CH3:4])[CH:13]([CH3:15])[CH3:14])[CH2:23][CH2:22][CH2:26]1. The catalyst class is: 2.